Dataset: Catalyst prediction with 721,799 reactions and 888 catalyst types from USPTO. Task: Predict which catalyst facilitates the given reaction. (1) The catalyst class is: 4. Product: [Br:1][C:2]1[CH:3]=[CH:4][C:5]([Cl:9])=[C:6]([NH:7][C:19](=[O:22])[CH:20]=[CH2:21])[CH:8]=1. Reactant: [Br:1][C:2]1[CH:3]=[CH:4][C:5]([Cl:9])=[C:6]([CH:8]=1)[NH2:7].C(N(C(C)C)CC)(C)C.[C:19](Cl)(=[O:22])[CH:20]=[CH2:21]. (2) Reactant: [Sn](Cl)Cl.[Cl:4][C:5]1[CH:10]=[CH:9][C:8]([N+:11]([O-])=O)=[CH:7][C:6]=1[C:14]1[CH:15]=[N:16][CH:17]=[CH:18][CH:19]=1. Product: [Cl:4][C:5]1[CH:10]=[CH:9][C:8]([NH2:11])=[CH:7][C:6]=1[C:14]1[CH:15]=[N:16][CH:17]=[CH:18][CH:19]=1. The catalyst class is: 714. (3) Reactant: [CH:1]([N-]C(C)C)(C)C.[Li+].[CH3:9][O:10][C@@H:11]1[CH2:16][CH2:15][CH2:14][C@H:13]([C:17]([O:19][CH3:20])=[O:18])[CH2:12]1.CI.[NH4+]. Product: [CH3:9][O:10][CH:11]1[CH2:16][CH2:15][CH2:14][C:13]([CH3:1])([C:17]([O:19][CH3:20])=[O:18])[CH2:12]1. The catalyst class is: 30. (4) Reactant: C([C:3]1([C:17]([OH:19])=[O:18])[CH2:7][CH:6]([O:8][CH:9]2[CH2:14][CH2:13][O:12][CH2:11][CH2:10]2)[CH2:5][CH:4]1[CH2:15][CH3:16])C.[OH-].[Na+]. Product: [CH2:15]([CH:4]1[CH2:5][CH:6]([O:8][CH:9]2[CH2:14][CH2:13][O:12][CH2:11][CH2:10]2)[CH2:7][CH:3]1[C:17]([OH:19])=[O:18])[CH3:16]. The catalyst class is: 12. (5) Reactant: [CH:1]1([N:4]2[C:13]3[C:8](=[CH:9][C:10]([F:16])=[C:11](F)[C:12]=3[CH3:14])[C:7](=[O:17])[NH:6][C:5]2=[O:18])[CH2:3][CH2:2]1.[C:19]([O:23][C:24](=[O:34])[NH:25][CH:26]1[CH:33]2[CH:29]([CH2:30][NH:31][CH2:32]2)[O:28][CH2:27]1)([CH3:22])([CH3:21])[CH3:20].C(N(CC)CC)C. Product: [C:19]([O:23][C:24](=[O:34])[NH:25][CH:26]1[CH:33]2[CH:29]([CH2:30][N:31]([C:11]3[C:12]([CH3:14])=[C:13]4[C:8]([C:7](=[O:17])[NH:6][C:5](=[O:18])[N:4]4[CH:1]4[CH2:3][CH2:2]4)=[CH:9][C:10]=3[F:16])[CH2:32]2)[O:28][CH2:27]1)([CH3:22])([CH3:20])[CH3:21]. The catalyst class is: 58. (6) Reactant: [F:1][C:2]([F:12])([F:11])[C:3]1[CH:4]=[C:5]([NH:9]N)[CH:6]=[CH:7][CH:8]=1.[CH3:13][CH:14]([C:23](=O)[CH3:24])[CH2:15][CH2:16][CH2:17][CH2:18][S:19]([OH:22])(=[O:21])=[O:20]. Product: [F:1][C:2]([F:12])([F:11])[C:3]1[CH:4]=[C:5]2[C:6]([C:14]([CH3:13])([CH2:15][CH2:16][CH2:17][CH2:18][S:19]([OH:22])(=[O:20])=[O:21])[C:23]([CH3:24])=[N:9]2)=[CH:7][CH:8]=1. The catalyst class is: 15. (7) Reactant: [F:1][C:2]1[CH:34]=[CH:33][C:5]([C:6](/[N:8]=[C:9]2\[NH:10][C:11]3[CH:25]=[CH:24][C:23]([CH2:26][N:27]4[CH2:32][CH2:31][CH2:30][CH2:29][CH2:28]4)=[CH:22][C:12]=3[N:13]\2[C@H:14]2[CH2:19][CH2:18][C@@H:17]([CH:20]=O)[CH2:16][CH2:15]2)=[O:7])=[CH:4][CH:3]=1.[CH:35]([NH2:38])([CH3:37])[CH3:36].CC(O)=O.C([BH3-])#N.[Na+]. Product: [F:1][C:2]1[CH:3]=[CH:4][C:5]([C:6](/[N:8]=[C:9]2\[NH:10][C:11]3[CH:25]=[CH:24][C:23]([CH2:26][N:27]4[CH2:32][CH2:31][CH2:30][CH2:29][CH2:28]4)=[CH:22][C:12]=3[N:13]\2[C@H:14]2[CH2:19][CH2:18][C@@H:17]([CH2:20][NH:38][CH:35]([CH3:37])[CH3:36])[CH2:16][CH2:15]2)=[O:7])=[CH:33][CH:34]=1. The catalyst class is: 5. (8) Reactant: [Cl:1][C:2]1[CH:3]=[C:4]([CH:9]([S:14](Cl)(=[O:16])=[O:15])[C:10]([F:13])([F:12])[F:11])[CH:5]=[C:6]([Cl:8])[CH:7]=1.[Br:18][C:19]1[N:20]=[C:21]([O:26][CH3:27])[C:22]([NH2:25])=[N:23][CH:24]=1. Product: [Br:18][C:19]1[N:20]=[C:21]([O:26][CH3:27])[C:22]([NH:25][S:14]([CH:9]([C:4]2[CH:3]=[C:2]([Cl:1])[CH:7]=[C:6]([Cl:8])[CH:5]=2)[C:10]([F:13])([F:12])[F:11])(=[O:16])=[O:15])=[N:23][CH:24]=1. The catalyst class is: 17.